This data is from Forward reaction prediction with 1.9M reactions from USPTO patents (1976-2016). The task is: Predict the product of the given reaction. (1) The product is: [CH2:12]([O:11][C:9]([C:8]1[C:3]2[CH2:4][CH:5]3[CH2:6][CH:1]3[C:2]=2[NH:25][N:26]=1)=[O:10])[CH3:13]. Given the reactants [CH:1]12[CH2:6][CH:5]1[CH2:4][CH2:3][C:2]2=O.[C:8](OCC)(=O)[C:9]([O:11][CH2:12][CH3:13])=[O:10].CC([O-])(C)C.[K+].Cl.[NH2:25][NH2:26].Cl.C(O)(C(F)(F)F)=O, predict the reaction product. (2) Given the reactants [CH:1]([N:14]1[CH2:17][C:16]([NH:19][C:20]2[CH:21]=[C:22]3[C:31](=[CH:32][C:33]=2Br)[O:30][CH2:29][C:28]2[N:23]3[CH:24]([CH3:36])[C:25](=[O:35])[NH:26][N:27]=2)([CH3:18])[CH2:15]1)([C:8]1[CH:13]=[CH:12][CH:11]=[CH:10][CH:9]=1)[C:2]1[CH:7]=[CH:6][CH:5]=[CH:4][CH:3]=1.C([O-])([O-])=O.[K+].[K+].[C:43]1(B(O)O)[CH:48]=[CH:47][CH:46]=[CH:45][CH:44]=1, predict the reaction product. The product is: [CH:1]([N:14]1[CH2:17][C:16]([NH:19][C:20]2[CH:21]=[C:22]3[C:31](=[CH:32][C:33]=2[C:43]2[CH:48]=[CH:47][CH:46]=[CH:45][CH:44]=2)[O:30][CH2:29][C:28]2[N:23]3[CH:24]([CH3:36])[C:25](=[O:35])[NH:26][N:27]=2)([CH3:18])[CH2:15]1)([C:8]1[CH:13]=[CH:12][CH:11]=[CH:10][CH:9]=1)[C:2]1[CH:7]=[CH:6][CH:5]=[CH:4][CH:3]=1. (3) Given the reactants [F:1][C:2]1[C:3]([N:13]2[CH:17]=[C:16]([CH:18]=[O:19])[C:15]([CH3:20])=[N:14]2)=[C:4]([NH:8][C:9](=[O:12])[O:10][CH3:11])[CH:5]=[CH:6][CH:7]=1.N1C=C[CH:23]=N1.[H-].[Na+].CI, predict the reaction product. The product is: [F:1][C:2]1[C:3]([N:13]2[CH:17]=[C:16]([CH:18]=[O:19])[C:15]([CH3:20])=[N:14]2)=[C:4]([N:8]([CH3:23])[C:9](=[O:12])[O:10][CH3:11])[CH:5]=[CH:6][CH:7]=1. (4) Given the reactants C1(P([N:15]=[N+:16]=[N-:17])(C2C=CC=CC=2)=O)C=CC=CC=1.[F:18][CH2:19][C:20]1([CH:24]([C:26]2[O:27][C:28]([CH3:31])=[CH:29][CH:30]=2)O)[CH2:23][O:22][CH2:21]1.N12CCCN=C1CCCCC2.O, predict the reaction product. The product is: [N:15]([CH:24]([C:20]1([CH2:19][F:18])[CH2:23][O:22][CH2:21]1)[C:26]1[O:27][C:28]([CH3:31])=[CH:29][CH:30]=1)=[N+:16]=[N-:17]. (5) The product is: [CH2:1]([N:8]([CH2:33][CH2:32][C:31](=[O:34])[CH2:30][OH:29])[S:25]([C:20]1[CH:21]=[CH:22][CH:23]=[CH:24][C:19]=1[N+:16]([O-:18])=[O:17])(=[O:27])=[O:26])[C:2]1[CH:7]=[CH:6][CH:5]=[CH:4][CH:3]=1. Given the reactants [CH2:1]([NH2:8])[C:2]1[CH:7]=[CH:6][CH:5]=[CH:4][CH:3]=1.C(N(CC)CC)C.[N+:16]([C:19]1[CH:24]=[CH:23][CH:22]=[CH:21][C:20]=1[S:25](Cl)(=[O:27])=[O:26])([O-:18])=[O:17].[OH:29][CH2:30][C:31](=[O:34])[CH:32]=[CH2:33], predict the reaction product. (6) Given the reactants O[C:2]1[CH:3]=[N:4][CH:5]=[C:6]([CH:19]=1)[C:7]([NH:9][C@H:10]([C:16]([O-:18])=[O:17])[CH2:11][CH2:12][C:13]([O-:15])=[O:14])=[O:8].[Ca+2], predict the reaction product. The product is: [C:7]([NH:9][C@H:10]([C:16]([OH:18])=[O:17])[CH2:11][CH2:12][C:13]([OH:15])=[O:14])(=[O:8])[C:6]1[CH:19]=[CH:2][CH:3]=[N:4][CH:5]=1. (7) The product is: [N+:18]([C:15]1[CH:16]=[CH:17][C:12]([N:1]2[CH2:6][CH2:5][S:4](=[O:8])(=[O:7])[CH2:3][CH2:2]2)=[N:13][CH:14]=1)([O-:20])=[O:19]. Given the reactants [NH:1]1[CH2:6][CH2:5][S:4](=[O:8])(=[O:7])[CH2:3][CH2:2]1.[H-].[Na+].Cl[C:12]1[CH:17]=[CH:16][C:15]([N+:18]([O-:20])=[O:19])=[CH:14][N:13]=1, predict the reaction product. (8) The product is: [CH:29]1([C:28]2[CH:27]=[N:26][N:25]([C:32]3[CH:37]=[CH:36][CH:35]=[CH:34][C:33]=3[O:38][C:39]([F:42])([F:40])[F:41])[C:24]=2[CH2:23][O:22][C:19]2[CH:20]=[CH:21][C:16]([NH:14][CH3:13])=[C:17]([CH3:43])[CH:18]=2)[CH2:31][CH2:30]1. Given the reactants Cl.O1CCOCC1.C(O[C:13](=O)[N:14]([C:16]1[CH:21]=[CH:20][C:19]([O:22][CH2:23][C:24]2[N:25]([C:32]3[CH:37]=[CH:36][CH:35]=[CH:34][C:33]=3[O:38][C:39]([F:42])([F:41])[F:40])[N:26]=[CH:27][C:28]=2[CH:29]2[CH2:31][CH2:30]2)=[CH:18][C:17]=1[CH3:43])C)(C)(C)C, predict the reaction product.